From a dataset of Reaction yield outcomes from USPTO patents with 853,638 reactions. Predict the reaction yield, written as a fraction of the theoretical maximum amount of product (1.0 means a 100% yield; for example, 0.34 means a 34% yield). (1) The reactants are [F:1][C:2]1[CH:7]=[CH:6][CH:5]=[CH:4][C:3]=1[C:8]1[N:9]=[C:10]([CH2:20][N:21]2C(=O)C3C(=CC=CC=3)C2=O)[S:11][C:12]=1[S:13][C:14]1[CH:19]=[CH:18][CH:17]=[CH:16][CH:15]=1.O.NN.C(=O)([O-])O.[Na+]. The catalyst is C(O)C. The product is [F:1][C:2]1[CH:7]=[CH:6][CH:5]=[CH:4][C:3]=1[C:8]1[N:9]=[C:10]([CH2:20][NH2:21])[S:11][C:12]=1[S:13][C:14]1[CH:15]=[CH:16][CH:17]=[CH:18][CH:19]=1. The yield is 0.860. (2) The reactants are [NH2:1][C:2]1[CH:10]=[CH:9][CH:8]=[C:7]2[C:3]=1[C:4](=[O:20])[N:5]([CH:12]1[CH2:17][CH2:16][C:15](=[O:18])[NH:14][C:13]1=[O:19])[C:6]2=[O:11].[F:21][C:22]1[CH:30]=[CH:29][C:25]([C:26](Cl)=[O:27])=[CH:24][CH:23]=1.CO. The catalyst is C1COCC1. The product is [O:19]=[C:13]1[CH:12]([N:5]2[C:4](=[O:20])[C:3]3[C:7](=[CH:8][CH:9]=[CH:10][C:2]=3[NH:1][C:26](=[O:27])[C:25]3[CH:29]=[CH:30][C:22]([F:21])=[CH:23][CH:24]=3)[C:6]2=[O:11])[CH2:17][CH2:16][C:15](=[O:18])[NH:14]1. The yield is 0.770. (3) The reactants are [Br:1][C:2]1[N:7]=[C:6]([N+:8]([O-:10])=[O:9])[C:5]([OH:11])=[CH:4][CH:3]=1.[H-].[Na+].[CH2:14](Br)[C:15]1[CH:20]=[CH:19][CH:18]=[CH:17][CH:16]=1. The catalyst is CN(C=O)C.O. The product is [CH2:14]([O:11][C:5]1[C:6]([N+:8]([O-:10])=[O:9])=[N:7][C:2]([Br:1])=[CH:3][CH:4]=1)[C:15]1[CH:20]=[CH:19][CH:18]=[CH:17][CH:16]=1. The yield is 0.670. (4) The catalyst is CCOC(C)=O. The yield is 0.970. The reactants are [CH3:1][O:2][C:3]1[CH:9]=[CH:8][C:6]([NH2:7])=[C:5]([S:10][CH3:11])[CH:4]=1.[C:12](Cl)(Cl)=[O:13]. The product is [N:7]([C:6]1[CH:8]=[CH:9][C:3]([O:2][CH3:1])=[CH:4][C:5]=1[S:10][CH3:11])=[C:12]=[O:13]. (5) The reactants are C([O:4][C@@H:5]1[C@@H:10]([O:11]C(=O)C)[C@H:9]([O:15]C(=O)C)[C@@H:8]([CH2:19][O:20]C(=O)C)[O:7][C:6]1([C:26]1[CH:31]=[CH:30][C:29]([CH:32]2[CH2:34][CH2:33]2)=[C:28]([CH2:35][C:36]2[CH:45]=[CH:44][C:39]3[O:40][CH2:41][CH2:42][O:43][C:38]=3[CH:37]=2)[CH:27]=1)[O:24][CH3:25])(=O)C.O[Li].O. The catalyst is C1COCC1.CO.O. The product is [CH:32]1([C:29]2[CH:30]=[CH:31][C:26]([C:6]3([O:24][CH3:25])[C@H:5]([OH:4])[C@@H:10]([OH:11])[C@H:9]([OH:15])[C@@H:8]([CH2:19][OH:20])[O:7]3)=[CH:27][C:28]=2[CH2:35][C:36]2[CH:45]=[CH:44][C:39]3[O:40][CH2:41][CH2:42][O:43][C:38]=3[CH:37]=2)[CH2:34][CH2:33]1. The yield is 1.00.